Dataset: NCI-60 drug combinations with 297,098 pairs across 59 cell lines. Task: Regression. Given two drug SMILES strings and cell line genomic features, predict the synergy score measuring deviation from expected non-interaction effect. (1) Drug 1: C1CCC(CC1)NC(=O)N(CCCl)N=O. Drug 2: CNC(=O)C1=NC=CC(=C1)OC2=CC=C(C=C2)NC(=O)NC3=CC(=C(C=C3)Cl)C(F)(F)F. Cell line: KM12. Synergy scores: CSS=63.0, Synergy_ZIP=-4.26, Synergy_Bliss=-5.16, Synergy_Loewe=-4.89, Synergy_HSA=-0.168. (2) Drug 1: CC1=C(C(=CC=C1)Cl)NC(=O)C2=CN=C(S2)NC3=CC(=NC(=N3)C)N4CCN(CC4)CCO. Drug 2: CCN(CC)CCNC(=O)C1=C(NC(=C1C)C=C2C3=C(C=CC(=C3)F)NC2=O)C. Cell line: HT29. Synergy scores: CSS=8.93, Synergy_ZIP=3.29, Synergy_Bliss=12.1, Synergy_Loewe=2.63, Synergy_HSA=3.23.